This data is from CYP1A2 inhibition data for predicting drug metabolism from PubChem BioAssay. The task is: Regression/Classification. Given a drug SMILES string, predict its absorption, distribution, metabolism, or excretion properties. Task type varies by dataset: regression for continuous measurements (e.g., permeability, clearance, half-life) or binary classification for categorical outcomes (e.g., BBB penetration, CYP inhibition). Dataset: cyp1a2_veith. (1) The molecule is CC1(C)O[C@@H]2C[C@H]3[C@H]4C[C@H](F)C5=CC(=O)C=C[C@@]5(C)[C@@H]4[C@H](O)C[C@]3(C)[C@]2(C(=O)CO)O1. The result is 0 (non-inhibitor). (2) The drug is COc1ccc(-n2c(CNc3ccc(C)cc3)nnc2SCC(=O)Nc2nc(-c3ccccc3)cs2)cc1. The result is 0 (non-inhibitor). (3) The molecule is COc1ccc(/C=N/NC(=S)NC2CCS(=O)(=O)C2)cc1OC. The result is 1 (inhibitor). (4) The drug is CC(=O)n1nc(-c2ccco2)nc1N. The result is 1 (inhibitor). (5) The drug is Cc1cnc(C(=O)OCC(=O)Nc2ccc(Cl)cc2)cn1. The result is 1 (inhibitor). (6) The drug is CC1CCN(CCc2nc3cc(NC(=O)NC4CCCCC4)ccc3n2C)CC1. The result is 0 (non-inhibitor). (7) The drug is O=C(CCCCn1c(=O)c2ccccc2n(CC(=O)NC2CCCC2)c1=O)NC1CCCC1. The result is 0 (non-inhibitor).